This data is from Full USPTO retrosynthesis dataset with 1.9M reactions from patents (1976-2016). The task is: Predict the reactants needed to synthesize the given product. (1) Given the product [C:1]([O:5][C:6]([N:8]1[CH2:20][C@@H:19]([CH3:21])[N:18]2[C@H:10]([CH2:11][C:12]3[C:17]2=[N:16][C:15]([Cl:22])=[C:14]([O:23][CH2:24][CH3:25])[CH:13]=3)[CH2:9]1)=[O:7])([CH3:2])([CH3:4])[CH3:3], predict the reactants needed to synthesize it. The reactants are: [C:1]([O:5][C:6]([N:8]1[CH2:20][C@@H:19]([CH3:21])[N:18]2[C:10](=[CH:11][C:12]3[C:17]2=[N:16][C:15]([Cl:22])=[C:14]([O:23][CH2:24][CH3:25])[CH:13]=3)[CH2:9]1)=[O:7])([CH3:4])([CH3:3])[CH3:2].C(O)(=O)C.C(=O)(O)[O-].[Na+]. (2) Given the product [F:30][C:2]([F:1])([F:29])[C:3]1[N:7]([CH2:8][C:9]2[S:10][CH:11]=[C:12]([C:14]3[CH:19]=[CH:18][CH:17]=[C:16]([C:20]([F:23])([F:22])[F:21])[CH:15]=3)[N:13]=2)[N:6]=[CH:5][C:4]=1[C:24]([OH:26])=[O:25], predict the reactants needed to synthesize it. The reactants are: [F:1][C:2]([F:30])([F:29])[C:3]1[N:7]([CH2:8][C:9]2[S:10][CH:11]=[C:12]([C:14]3[CH:19]=[CH:18][CH:17]=[C:16]([C:20]([F:23])([F:22])[F:21])[CH:15]=3)[N:13]=2)[N:6]=[CH:5][C:4]=1[C:24]([O:26]CC)=[O:25].[OH-].[Na+].C(O)C.Cl.